Predict the product of the given reaction. From a dataset of Forward reaction prediction with 1.9M reactions from USPTO patents (1976-2016). (1) Given the reactants Br[C:2]1[C:7]2[S:8][C:9]([NH:11][C:12]([NH:14][CH2:15][CH3:16])=[O:13])=[N:10][C:6]=2[CH:5]=[C:4]([Br:17])[N:3]=1.C([Sn](CCCC)(CCCC)[C:23]1[CH:28]=[CH:27][CH:26]=[CH:25][N:24]=1)CCC.N#N, predict the reaction product. The product is: [Br:17][C:4]1[N:3]=[C:2]([C:23]2[CH:28]=[CH:27][CH:26]=[CH:25][N:24]=2)[C:7]2[S:8][C:9]([NH:11][C:12]([NH:14][CH2:15][CH3:16])=[O:13])=[N:10][C:6]=2[CH:5]=1. (2) Given the reactants [Br:1][C:2]1[CH:7]=[CH:6][C:5]([CH:8]([C:16]2[CH:21]=[CH:20][CH:19]=[CH:18][C:17]=2[CH3:22])[CH2:9][C:10](N(OC)C)=[O:11])=[CH:4][CH:3]=1.[F:23][C:24]1[CH:29]=[C:28](I)[C:27]([CH3:31])=[CH:26][N:25]=1, predict the reaction product. The product is: [Br:1][C:2]1[CH:3]=[CH:4][C:5]([CH:8]([C:16]2[CH:21]=[CH:20][CH:19]=[CH:18][C:17]=2[CH3:22])[CH2:9][C:10]([C:28]2[C:27]([CH3:31])=[CH:26][N:25]=[C:24]([F:23])[CH:29]=2)=[O:11])=[CH:6][CH:7]=1. (3) Given the reactants [CH3:1][O:2][C:3](=[O:17])[CH2:4][CH2:5][C:6]#[C:7][C:8]1[CH:13]=[CH:12][CH:11]=[C:10]([N+:14]([O-])=O)[CH:9]=1, predict the reaction product. The product is: [CH3:1][O:2][C:3](=[O:17])[CH2:4][CH2:5][CH2:6][CH2:7][C:8]1[CH:13]=[CH:12][CH:11]=[C:10]([NH2:14])[CH:9]=1. (4) Given the reactants Br[C:2]1[C:3](=[O:9])[CH2:4][CH2:5][C:6]=1[O:7][CH3:8].[CH3:10][C:11]1[CH:16]=[C:15]([CH3:17])[CH:14]=[C:13]([CH3:18])[C:12]=1B(O)O.P([O-])([O-])([O-])=O.[K+].[K+].[K+], predict the reaction product. The product is: [CH3:10][C:11]1[CH:16]=[C:15]([CH3:17])[CH:14]=[C:13]([CH3:18])[C:12]=1[C:2]1[C:3](=[O:9])[CH2:4][CH2:5][C:6]=1[O:7][CH3:8].